Task: Predict the product of the given reaction.. Dataset: Forward reaction prediction with 1.9M reactions from USPTO patents (1976-2016) (1) Given the reactants C(Br)(Br)(Br)Br.[C:6]1(P(C2C=CC=CC=2)C2C=CC=CC=2)C=CC=CC=1.[F:25][C:26]1[CH:33]=[CH:32][CH:31]=[CH:30][C:27]=1[CH:28]=O.[O:34]=[C:35]1[CH2:40][CH2:39][N:38]([C:41]([O:43][C:44]([CH3:47])([CH3:46])[CH3:45])=[O:42])[CH2:37][CH2:36]1.[Cl-].[NH4+], predict the reaction product. The product is: [C:44]([O:43][C:41]([N:38]1[CH2:37][CH2:36][C:35]([C:6]#[C:28][C:27]2[CH:30]=[CH:31][CH:32]=[CH:33][C:26]=2[F:25])([OH:34])[CH2:40][CH2:39]1)=[O:42])([CH3:47])([CH3:46])[CH3:45]. (2) The product is: [O:23]=[C:8]1[CH2:9][NH:10][CH2:11][CH2:12][N:7]1[CH2:6][CH2:5][C:4]([O:3][CH2:1][CH3:2])=[O:24]. Given the reactants [CH2:1]([O:3][C:4](=[O:24])[CH2:5][CH2:6][N:7]1[CH2:12][CH2:11][N:10](C(OCC2C=CC=CC=2)=O)[CH2:9][C:8]1=[O:23])[CH3:2], predict the reaction product. (3) Given the reactants [CH2:1]([C:3]1[CH:8]=[CH:7][C:6]([CH:9]2[CH2:14][NH:13][CH2:12][CH:11]([C:15]([NH:17][C:18]3[CH:23]=[CH:22][CH:21]=[CH:20][CH:19]=3)=[O:16])[CH2:10]2)=[CH:5][CH:4]=1)[CH3:2].[CH3:24][N:25]1[CH2:30][CH2:29][N:28]([C:31](Cl)=[O:32])[CH2:27][CH2:26]1, predict the reaction product. The product is: [CH2:1]([C:3]1[CH:4]=[CH:5][C:6]([CH:9]2[CH2:14][N:13]([C:31]([N:28]3[CH2:29][CH2:30][N:25]([CH3:24])[CH2:26][CH2:27]3)=[O:32])[CH2:12][CH:11]([C:15]([NH:17][C:18]3[CH:19]=[CH:20][CH:21]=[CH:22][CH:23]=3)=[O:16])[CH2:10]2)=[CH:7][CH:8]=1)[CH3:2]. (4) Given the reactants [CH3:1][O:2][C:3]1[CH:8]=[C:7]([N:9]2[CH2:14][CH2:13][O:12][CH2:11][CH2:10]2)[C:6]([N+:15]([O-])=O)=[CH:5][C:4]=1[NH:18][C:19]1[N:24]=[C:23]([N:25]2[CH:29]=[C:28]([CH:30]=O)[C:27]([CH3:32])=[N:26]2)[C:22]([CH3:33])=[CH:21][N:20]=1.[CH3:34][NH:35][CH3:36], predict the reaction product. The product is: [CH3:34][N:35]([CH2:30][C:28]1[C:27]([CH3:32])=[N:26][N:25]([C:23]2[C:22]([CH3:33])=[CH:21][N:20]=[C:19]([NH:18][C:4]3[C:3]([O:2][CH3:1])=[CH:8][C:7]([N:9]4[CH2:10][CH2:11][O:12][CH2:13][CH2:14]4)=[C:6]([NH:15][C:3](=[O:2])[CH:4]=[CH2:5])[CH:5]=3)[N:24]=2)[CH:29]=1)[CH3:36]. (5) Given the reactants Cl[C:2]1[CH:7]=[C:6](Cl)[N:5]=[C:4]([CH3:9])[N:3]=1.[CH3:10][O:11][C:12]1[CH:17]=[CH:16][C:15](B(O)O)=[CH:14][CH:13]=1.O.[C:22](=[O:25])([O-])[O-].[K+].[K+], predict the reaction product. The product is: [CH3:10][O:11][C:12]1[CH:17]=[CH:16][C:15]([C:2]2[CH:7]=[C:6]([C:12]3[CH:17]=[CH:16][C:15]([O:25][CH3:22])=[CH:14][CH:13]=3)[N:5]=[C:4]([CH3:9])[N:3]=2)=[CH:14][CH:13]=1. (6) The product is: [C:20]([C@@H:19]([NH:18][C:10]([C:7]1[CH:6]=[C:5]([O:13][CH2:14][CH:15]2[CH2:17][CH2:16]2)[C:4]([CH:1]2[CH2:2][CH2:3]2)=[CH:9][N:8]=1)=[O:12])[CH2:23][CH:24]([CH3:26])[CH3:25])(=[O:21])[NH2:22]. Given the reactants [CH:1]1([C:4]2[C:5]([O:13][CH2:14][CH:15]3[CH2:17][CH2:16]3)=[CH:6][C:7]([C:10]([OH:12])=O)=[N:8][CH:9]=2)[CH2:3][CH2:2]1.[NH2:18][C@@H:19]([CH2:23][CH:24]([CH3:26])[CH3:25])[C:20]([NH2:22])=[O:21], predict the reaction product. (7) The product is: [CH3:18][O:19][C:20](=[O:30])[C:21]1[CH:26]=[CH:25][C:24]([CH2:27][N:10]2[C:6]3[CH:5]=[C:4]([CH2:14][OH:15])[CH:3]=[C:2]([CH3:1])[C:7]=3[N:8]=[C:9]2[CH2:11][CH2:12][CH3:13])=[CH:23][C:22]=1[F:29]. Given the reactants [CH3:1][C:2]1[C:7]2[N:8]=[C:9]([CH2:11][CH2:12][CH3:13])[NH:10][C:6]=2[CH:5]=[C:4]([CH2:14][OH:15])[CH:3]=1.[H-].[Na+].[CH3:18][O:19][C:20](=[O:30])[C:21]1[CH:26]=[CH:25][C:24]([CH2:27]Br)=[CH:23][C:22]=1[F:29], predict the reaction product.